Dataset: Forward reaction prediction with 1.9M reactions from USPTO patents (1976-2016). Task: Predict the product of the given reaction. (1) Given the reactants [C:1]([C:4]1[CH:12]=[CH:11][C:7]([C:8]([OH:10])=[O:9])=[CH:6][CH:5]=1)(=[O:3])[CH3:2].[BrH:13].BrBr.[OH-].[Na+], predict the reaction product. The product is: [Br:13][CH2:2][C:1]([C:4]1[CH:12]=[CH:11][C:7]([C:8]([OH:10])=[O:9])=[CH:6][CH:5]=1)=[O:3]. (2) The product is: [CH2:1]([O:3][C:4](=[O:34])[CH2:5][C:6]1[CH:7]=[N:8][CH:9]=[C:10]([C:12]2[CH:17]=[CH:16][C:15]([CH2:18][NH:19][C:35](=[O:37])[CH3:36])=[CH:14][C:13]=2[CH2:20][N:21]([CH2:27][C:28]2[CH:29]=[CH:30][CH:31]=[CH:32][CH:33]=2)[C:22]([CH:24]2[CH2:26][CH2:25]2)=[O:23])[CH:11]=1)[CH3:2]. Given the reactants [CH2:1]([O:3][C:4](=[O:34])[CH2:5][C:6]1[CH:7]=[N:8][CH:9]=[C:10]([C:12]2[CH:17]=[CH:16][C:15]([CH2:18][NH2:19])=[CH:14][C:13]=2[CH2:20][N:21]([CH2:27][C:28]2[CH:33]=[CH:32][CH:31]=[CH:30][CH:29]=2)[C:22]([CH:24]2[CH2:26][CH2:25]2)=[O:23])[CH:11]=1)[CH3:2].[C:35](Cl)(=[O:37])[CH3:36], predict the reaction product. (3) Given the reactants [C:1]1(=[O:8])[CH2:7][CH2:6][CH2:5][CH2:4][CH:3]=[CH:2]1.[CH2:9]([N:11](CC)CC)[CH3:10].C1(N=C=[O:24])C=CC=CC=1.[N+](CC)([O-])=O, predict the reaction product. The product is: [CH3:10][C:9]1[CH:2]2[C:3](=[O:24])[CH2:4][CH2:5][CH2:6][CH2:7][CH:1]2[O:8][N:11]=1. (4) Given the reactants [F:1][C:2]1[CH:3]=[C:4]2[C:9](=[O:10])[O:8][C:6](=O)[C:5]2=[CH:11][CH:12]=1.[CH:13]1([CH2:16][NH:17][CH2:18][C:19]([O:21][CH2:22][CH3:23])=[O:20])[CH2:15][CH2:14]1.C(=O)([O-])[O-].[K+].[K+].C(I)C.C(O)C.[O-]CC.[Na+].Cl, predict the reaction product. The product is: [CH:13]1([CH2:16][N:17]2[C:18]([C:19]([O:21][CH2:22][CH3:23])=[O:20])=[C:6]([OH:8])[C:5]3[C:4](=[CH:3][C:2]([F:1])=[CH:12][CH:11]=3)[C:9]2=[O:10])[CH2:14][CH2:15]1. (5) Given the reactants [CH:1]([O:4][C:5]([N:7]1[CH2:12][CH2:11][CH:10]([CH:13]([O:15][C:16]2[CH:21]=[CH:20][C:19](B3OC(C)(C)C(C)(C)O3)=[CH:18][N:17]=2)[CH3:14])[CH2:9][CH2:8]1)=[O:6])([CH3:3])[CH3:2].[C:31]([O:35][C:36](=[O:57])[NH:37][C@@H:38]1[C@@H:42]([N:43]2[CH2:48][CH2:47][CH2:46][CH2:45][C:44]2=[O:49])[CH2:41][N:40]([C:50]2[N:55]=[CH:54][C:53](Br)=[CH:52][N:51]=2)[CH2:39]1)([CH3:34])([CH3:33])[CH3:32].CN(C=O)C.C(N(CC)CC)C, predict the reaction product. The product is: [CH:1]([O:4][C:5]([N:7]1[CH2:8][CH2:9][CH:10]([C@@H:13]([O:15][C:16]2[CH:21]=[CH:20][C:19]([C:53]3[CH:54]=[N:55][C:50]([N:40]4[CH2:41][C@H:42]([N:43]5[CH2:48][CH2:47][CH2:46][CH2:45][C:44]5=[O:49])[C@@H:38]([NH:37][C:36]([O:35][C:31]([CH3:34])([CH3:33])[CH3:32])=[O:57])[CH2:39]4)=[N:51][CH:52]=3)=[CH:18][N:17]=2)[CH3:14])[CH2:11][CH2:12]1)=[O:6])([CH3:2])[CH3:3]. (6) Given the reactants [CH3:1][N:2]([C:6]1[CH:30]=[CH:29][C:9]2[N:10]([CH2:22][CH:23]3[CH2:28][CH2:27][O:26][CH2:25][CH2:24]3)[C:11]([C:13]([CH3:21])([C:15]3[CH:20]=[CH:19][CH:18]=[CH:17][N:16]=3)[CH3:14])=[N:12][C:8]=2[CH:7]=1)C(=O)C, predict the reaction product. The product is: [CH3:1][NH:2][C:6]1[CH:30]=[CH:29][C:9]2[N:10]([CH2:22][CH:23]3[CH2:28][CH2:27][O:26][CH2:25][CH2:24]3)[C:11]([C:13]([CH3:21])([C:15]3[CH:20]=[CH:19][CH:18]=[CH:17][N:16]=3)[CH3:14])=[N:12][C:8]=2[CH:7]=1. (7) Given the reactants [I:1]I.[CH2:3]([O:10][C@H:11]1[C@H:16]([O:17][CH2:18][C:19]2[CH:24]=[CH:23][CH:22]=[CH:21][CH:20]=2)[C@@H:15]([CH2:25][O:26][CH2:27][C:28]2[CH:33]=[CH:32][CH:31]=[CH:30][CH:29]=2)[O:14][C@H:13]([CH2:34][Hg]Cl)[C@@H:12]1[OH:37])[C:4]1[CH:9]=[CH:8][CH:7]=[CH:6][CH:5]=1, predict the reaction product. The product is: [CH2:3]([O:10][C@H:11]1[C@H:16]([O:17][CH2:18][C:19]2[CH:24]=[CH:23][CH:22]=[CH:21][CH:20]=2)[C@@H:15]([CH2:25][O:26][CH2:27][C:28]2[CH:33]=[CH:32][CH:31]=[CH:30][CH:29]=2)[O:14][C@H:13]([CH2:34][I:1])[C@@H:12]1[OH:37])[C:4]1[CH:9]=[CH:8][CH:7]=[CH:6][CH:5]=1. (8) Given the reactants [NH:1]1[C:9]2[CH:8]=[CH:7][CH:6]=[C:5]([CH:10]=O)[C:4]=2[CH:3]=[CH:2]1.[CH3:12][NH2:13].[BH4-].[Na+].O, predict the reaction product. The product is: [NH:1]1[C:9]2[C:4](=[C:5]([CH2:10][NH:13][CH3:12])[CH:6]=[CH:7][CH:8]=2)[CH:3]=[CH:2]1. (9) Given the reactants [CH:1]([NH:4][CH2:5][C:6]1[C:7]([C:21]([O:23]CC)=[O:22])=[N:8][O:9][C:10]=1[C:11]1[CH:16]=[CH:15][C:14]([C:17]([F:20])([F:19])[F:18])=[CH:13][CH:12]=1)([CH3:3])[CH3:2].[Li+].[OH-].Cl, predict the reaction product. The product is: [CH:1]([NH:4][CH2:5][C:6]1[C:7]([C:21]([OH:23])=[O:22])=[N:8][O:9][C:10]=1[C:11]1[CH:12]=[CH:13][C:14]([C:17]([F:19])([F:18])[F:20])=[CH:15][CH:16]=1)([CH3:3])[CH3:2].